From a dataset of Reaction yield outcomes from USPTO patents with 853,638 reactions. Predict the reaction yield, written as a fraction of the theoretical maximum amount of product (1.0 means a 100% yield; for example, 0.34 means a 34% yield). (1) The reactants are [Br:1][C:2]1[CH:7]=[CH:6][C:5]([NH:8][CH:9]=[C:10]2[C:15](=[O:16])OC(C)(C)OC2=O)=[CH:4][C:3]=1[F:20]. The catalyst is C1C=CC(C2C=CC=CC=2)=CC=1.C1C=CC(OC2C=CC=CC=2)=CC=1. The product is [Br:1][C:2]1[CH:7]=[C:6]2[C:5](=[CH:4][C:3]=1[F:20])[NH:8][CH:9]=[CH:10][C:15]2=[O:16].[Br:1][C:2]1[C:3]([F:20])=[C:4]2[C:5](=[CH:6][CH:7]=1)[NH:8][CH:9]=[CH:10][C:15]2=[O:16]. The yield is 0.885. (2) The reactants are COC1C=CC(C[O:8][C:9]2[C:18]3[C:13](=[C:14]([Cl:21])[C:15]([O:19][CH3:20])=[CH:16][CH:17]=3)[N:12]=[C:11]([C:22]3[S:23][CH:24]=[C:25]([CH3:27])[N:26]=3)[CH:10]=2)=CC=1. The catalyst is FC(F)(F)C(O)=O. The product is [Cl:21][C:14]1[C:15]([O:19][CH3:20])=[CH:16][CH:17]=[C:18]2[C:13]=1[N:12]=[C:11]([C:22]1[S:23][CH:24]=[C:25]([CH3:27])[N:26]=1)[CH:10]=[C:9]2[OH:8]. The yield is 1.00. (3) The reactants are P(=O)(O)(O)O.[CH3:6][N:7]([CH3:34])[C:8]([C:10]1[C:22]([CH2:23][CH2:24][CH:25](O)[C:26]2[CH:31]=[CH:30][CH:29]=[CH:28][CH:27]=2)=[C:21]([OH:33])[C:13]2[N:14]=[C:15]([CH:18]3[CH2:20][CH2:19]3)[N:16]([CH3:17])[C:12]=2[CH:11]=1)=[O:9].[OH-].[Na+]. No catalyst specified. The product is [CH3:34][N:7]([CH3:6])[C:8]([C:10]1[C:22]2[CH2:23][CH2:24][CH:25]([C:26]3[CH:27]=[CH:28][CH:29]=[CH:30][CH:31]=3)[O:33][C:21]=2[C:13]2[N:14]=[C:15]([CH:18]3[CH2:20][CH2:19]3)[N:16]([CH3:17])[C:12]=2[CH:11]=1)=[O:9]. The yield is 0.710. (4) The reactants are O=[C:2]([C:6]1[CH:11]=[CH:10][CH:9]=[CH:8][N:7]=1)[CH2:3][C:4]#[N:5].[CH3:12][NH:13][NH2:14]. The catalyst is C(O)C. The product is [CH3:12][N:13]1[C:4]([NH2:5])=[CH:3][C:2]([C:6]2[CH:11]=[CH:10][CH:9]=[CH:8][N:7]=2)=[N:14]1. The yield is 0.630. (5) The reactants are [C:1]1([C:7]([C:10]2[CH:15]=[CH:14][CH:13]=[CH:12][CH:11]=2)=[N:8][NH2:9])[CH:6]=[CH:5][CH:4]=[CH:3][CH:2]=1.Br[C:17]1[CH:18]=[C:19]2[C:24](=[CH:25][CH:26]=1)[N:23]=[CH:22][CH:21]=[N:20]2.CC(C)([O-])C.[Na+]. The catalyst is C1(C)C=CC=CC=1.CCOCC.O.C([O-])(=O)C.[Pd+2].C([O-])(=O)C.C1(P(C2C=CC=CC=2)C2C=CC3C(=CC=CC=3)C=2C2C3C(=CC=CC=3)C=CC=2P(C2C=CC=CC=2)C2C=CC=CC=2)C=CC=CC=1. The product is [C:1]1([C:7]([C:10]2[CH:15]=[CH:14][CH:13]=[CH:12][CH:11]=2)=[N:8][NH:9][C:17]2[CH:18]=[C:19]3[C:24](=[CH:25][CH:26]=2)[N:23]=[CH:22][CH:21]=[N:20]3)[CH:2]=[CH:3][CH:4]=[CH:5][CH:6]=1. The yield is 0.200. (6) The reactants are [CH3:1][NH:2][C:3]([C:5]1[CH:10]=[CH:9][C:8](B(O)O)=[CH:7][CH:6]=1)=[O:4].[O-]P([O-])([O-])=O.[K+].[K+].[K+].Br[C:23]1[CH:28]=[CH:27][C:26]([C:29]2[CH2:34][CH2:33][CH:32]([C:35]([NH:37][C@H:38]3[CH2:43][CH2:42][C@@H:41]([OH:44])[CH2:40][CH2:39]3)=[O:36])[CH2:31][CH:30]=2)=[C:25]([CH3:45])[CH:24]=1. The catalyst is O1CCOCC1.O.C1C=CC([P]([Pd]([P](C2C=CC=CC=2)(C2C=CC=CC=2)C2C=CC=CC=2)([P](C2C=CC=CC=2)(C2C=CC=CC=2)C2C=CC=CC=2)[P](C2C=CC=CC=2)(C2C=CC=CC=2)C2C=CC=CC=2)(C2C=CC=CC=2)C2C=CC=CC=2)=CC=1. The product is [OH:44][C@@H:41]1[CH2:42][CH2:43][C@H:38]([NH:37][C:35]([CH:32]2[CH2:33][CH2:34][C:29]([C:26]3[CH:27]=[CH:28][C:23]([C:8]4[CH:9]=[CH:10][C:5]([C:3]([NH:2][CH3:1])=[O:4])=[CH:6][CH:7]=4)=[CH:24][C:25]=3[CH3:45])=[CH:30][CH2:31]2)=[O:36])[CH2:39][CH2:40]1. The yield is 0.612. (7) The reactants are [CH2:1]([O:8][C:9]([CH3:21])([CH3:20])[C:10]([O:12]CC1C=CC=CC=1)=[O:11])[C:2]1[CH:7]=[CH:6][CH:5]=[CH:4][CH:3]=1.Cl. The catalyst is C1COCC1.CO.[OH-].[Na+]. The product is [CH2:1]([CH2:21][C:9]([O:8][CH2:1][C:2]1[CH:3]=[CH:4][CH:5]=[CH:6][CH:7]=1)([CH3:20])[C:10]([OH:12])=[O:11])[C:2]1[CH:7]=[CH:6][CH:5]=[CH:4][CH:3]=1. The yield is 0.990. (8) The reactants are [Cl-].O[NH3+:3].[C:4](=[O:7])([O-])[OH:5].[Na+].CS(C)=O.[CH2:13]([C:17]1[N:18]=[C:19]([CH3:45])[N:20]([CH2:39][C:40]2([CH3:44])[CH2:43][O:42][CH2:41]2)[C:21](=[O:38])[C:22]=1[CH2:23][C:24]1[CH:29]=[CH:28][C:27]([C:30]2[C:31]([C:36]#[N:37])=[CH:32][CH:33]=[CH:34][CH:35]=2)=[CH:26][CH:25]=1)[CH2:14][CH2:15][CH3:16]. The catalyst is C(OCC)(=O)C. The product is [CH2:13]([C:17]1[N:18]=[C:19]([CH3:45])[N:20]([CH2:39][C:40]2([CH3:44])[CH2:41][O:42][CH2:43]2)[C:21](=[O:38])[C:22]=1[CH2:23][C:24]1[CH:25]=[CH:26][C:27]([C:30]2[CH:35]=[CH:34][CH:33]=[CH:32][C:31]=2[C:36]2[NH:3][C:4](=[O:7])[O:5][N:37]=2)=[CH:28][CH:29]=1)[CH2:14][CH2:15][CH3:16]. The yield is 0.0500.